From a dataset of Forward reaction prediction with 1.9M reactions from USPTO patents (1976-2016). Predict the product of the given reaction. (1) The product is: [F:9][C:10]1[CH:11]=[C:12]([NH:13][C:6]([C:2]2[NH:1][CH:5]=[CH:4][N:3]=2)=[O:8])[CH:14]=[C:15]([F:17])[CH:16]=1. Given the reactants [NH:1]1[CH:5]=[CH:4][N:3]=[C:2]1[C:6]([OH:8])=O.[F:9][C:10]1[CH:11]=[C:12]([CH:14]=[C:15]([F:17])[CH:16]=1)[NH2:13].C1C=CC2N(O)N=NC=2C=1, predict the reaction product. (2) Given the reactants [Cl:1][C:2]1[N:3]=[C:4](Cl)[C:5]2[C:10]([C:11]3[CH:16]=[CH:15][CH:14]=[CH:13][N:12]=3)=[CH:9][N:8]([CH2:17][O:18][CH2:19][CH2:20][Si:21]([CH3:24])([CH3:23])[CH3:22])[C:6]=2[N:7]=1.[OH:26][C@H:27]1[CH2:30][C@H:29]([NH:31][C:32](=[O:38])[O:33][C:34]([CH3:37])([CH3:36])[CH3:35])[CH2:28]1, predict the reaction product. The product is: [Cl:1][C:2]1[N:3]=[C:4]([O:26][C@H:27]2[CH2:28][C@H:29]([NH:31][C:32](=[O:38])[O:33][C:34]([CH3:36])([CH3:35])[CH3:37])[CH2:30]2)[C:5]2[C:10]([C:11]3[CH:16]=[CH:15][CH:14]=[CH:13][N:12]=3)=[CH:9][N:8]([CH2:17][O:18][CH2:19][CH2:20][Si:21]([CH3:24])([CH3:23])[CH3:22])[C:6]=2[N:7]=1.